Dataset: Full USPTO retrosynthesis dataset with 1.9M reactions from patents (1976-2016). Task: Predict the reactants needed to synthesize the given product. (1) Given the product [CH3:18][C:17]([CH3:20])([CH3:19])[C:16]([NH:8][C:6]1[CH:5]=[CH:4][CH:3]=[C:2]([CH3:1])[N:7]=1)=[O:21], predict the reactants needed to synthesize it. The reactants are: [CH3:1][C:2]1[N:7]=[C:6]([NH2:8])[CH:5]=[CH:4][CH:3]=1.C(N(CC)CC)C.[C:16](Cl)(=[O:21])[C:17]([CH3:20])([CH3:19])[CH3:18]. (2) Given the product [NH2:32][CH2:31][C:28]1[CH:29]=[CH:30][C:25]([C:23]2[O:24][C:20]([C:3]3[C:2]([NH2:1])=[N:7][CH:6]=[C:5]([C:8]4[CH:13]=[CH:12][C:11]([S:14]([CH:17]([CH3:18])[CH3:19])(=[O:16])=[O:15])=[CH:10][CH:9]=4)[N:4]=3)=[N:21][N:22]=2)=[CH:26][CH:27]=1, predict the reactants needed to synthesize it. The reactants are: [NH2:1][C:2]1[C:3]([C:20]2[O:24][C:23]([C:25]3[CH:30]=[CH:29][C:28]([CH2:31][NH:32]C(=O)OC(C)(C)C)=[CH:27][CH:26]=3)=[N:22][N:21]=2)=[N:4][C:5]([C:8]2[CH:13]=[CH:12][C:11]([S:14]([CH:17]([CH3:19])[CH3:18])(=[O:16])=[O:15])=[CH:10][CH:9]=2)=[CH:6][N:7]=1.C(O)(C(F)(F)F)=O.C(#N)C. (3) The reactants are: [NH2:1][C:2]1[N:10]=[CH:9][N:8]=[C:7]2[C:3]=1[NH:4][C:5](=[O:24])[N:6]2[C@@H:11]1[CH2:16][CH2:15][CH2:14][N:13]([C:17]([O:19][C:20]([CH3:23])([CH3:22])[CH3:21])=[O:18])[CH2:12]1.[O:25]([C:32]1[CH:37]=[CH:36][C:35](B(O)O)=[CH:34][CH:33]=1)[C:26]1[CH:31]=[CH:30][CH:29]=[CH:28][CH:27]=1.N1C=CC=CC=1. Given the product [NH2:1][C:2]1[N:10]=[CH:9][N:8]=[C:7]2[C:3]=1[N:4]([C:35]1[CH:36]=[CH:37][C:32]([O:25][C:26]3[CH:31]=[CH:30][CH:29]=[CH:28][CH:27]=3)=[CH:33][CH:34]=1)[C:5](=[O:24])[N:6]2[C@@H:11]1[CH2:16][CH2:15][CH2:14][N:13]([C:17]([O:19][C:20]([CH3:21])([CH3:23])[CH3:22])=[O:18])[CH2:12]1, predict the reactants needed to synthesize it.